Dataset: Reaction yield outcomes from USPTO patents with 853,638 reactions. Task: Predict the reaction yield, written as a fraction of the theoretical maximum amount of product (1.0 means a 100% yield; for example, 0.34 means a 34% yield). The reactants are [Br:1][C:2]1[CH:7]=[CH:6][C:5]([S:8](Cl)(=[O:10])=[O:9])=[CH:4][C:3]=1[F:12].[CH:13]1([CH2:16][NH2:17])[CH2:15][CH2:14]1. The catalyst is ClCCl. The product is [Br:1][C:2]1[CH:7]=[CH:6][C:5]([S:8]([NH:17][CH2:16][CH:13]2[CH2:15][CH2:14]2)(=[O:10])=[O:9])=[CH:4][C:3]=1[F:12]. The yield is 0.550.